Dataset: Catalyst prediction with 721,799 reactions and 888 catalyst types from USPTO. Task: Predict which catalyst facilitates the given reaction. The catalyst class is: 565. Reactant: [Br:1][C:2]1[CH:11]=[C:10]2[C:5]([C:6]([OH:25])=[C:7]([OH:24])[C:8]([N+:21]([O-])=O)=[C:9]2[C:12](=[C:18](O)[CH3:19])[C:13]([O:15][CH2:16][CH3:17])=[O:14])=[CH:4][CH:3]=1. Product: [Br:1][C:2]1[CH:3]=[CH:4][C:5]2[C:6](=[O:25])[C:7](=[O:24])[C:8]3[NH:21][C:18]([CH3:19])=[C:12]([C:13]([O:15][CH2:16][CH3:17])=[O:14])[C:9]=3[C:10]=2[CH:11]=1.